Predict the product of the given reaction. From a dataset of Forward reaction prediction with 1.9M reactions from USPTO patents (1976-2016). (1) Given the reactants [O:1]=[C:2]([CH3:9])[CH2:3][C:4]([O:6][CH2:7][CH3:8])=[O:5].[H-].[Na+].[Li]CCCC.Br[CH2:18][C:19]1[CH:24]=[CH:23][CH:22]=[CH:21][CH:20]=1, predict the reaction product. The product is: [O:1]=[C:2]([CH2:9][CH2:18][C:19]1[CH:24]=[CH:23][CH:22]=[CH:21][CH:20]=1)[CH2:3][C:4]([O:6][CH2:7][CH3:8])=[O:5]. (2) Given the reactants [CH:1]([C:3]1[O:10][C:9]2[CH:8]=[C:7]([C:11]([OH:13])=[O:12])[NH:6][C:5]=2[CH:4]=1)=O.Cl.[NH2:15]O, predict the reaction product. The product is: [C:1]([C:3]1[O:10][C:9]2[CH:8]=[C:7]([C:11]([OH:13])=[O:12])[NH:6][C:5]=2[CH:4]=1)#[N:15]. (3) Given the reactants C1(S([N:7]2[CH2:12][CH2:11][N:10]([C:13]3[CH:18]=[CH:17][C:16](/[CH:19]=[CH:20]/[C:21]4[CH:26]=[C:25]([C:27]5[CH:32]=[CH:31][N:30]=[CH:29][CH:28]=5)[CH:24]=[C:23]([F:33])[CH:22]=4)=[CH:15][CH:14]=3)[CH2:9][CH2:8]2)(=O)=O)CC1.[F:34][C:35]([F:41])([F:40])[S:36](Cl)(=[O:38])=[O:37], predict the reaction product. The product is: [F:33][C:23]1[CH:22]=[C:21]([CH:26]=[C:25]([C:27]2[CH:28]=[CH:29][N:30]=[CH:31][CH:32]=2)[CH:24]=1)/[CH:20]=[CH:19]/[C:16]1[CH:17]=[CH:18][C:13]([N:10]2[CH2:9][CH2:8][N:7]([S:36]([C:35]([F:41])([F:40])[F:34])(=[O:38])=[O:37])[CH2:12][CH2:11]2)=[CH:14][CH:15]=1. (4) Given the reactants [CH3:1][O:2][C:3]([C:5]1[S:14][C:8]2=[CH:9][N:10]=[CH:11][C:12](Br)=[C:7]2[CH:6]=1)=[O:4].[NH2:15][C:16]1[CH:21]=[CH:20][C:19]([C:22]2[CH:27]=[CH:26][CH:25]=[CH:24][CH:23]=2)=[CH:18][CH:17]=1.C(=O)([O-])[O-].[Cs+].[Cs+], predict the reaction product. The product is: [CH3:1][O:2][C:3]([C:5]1[S:14][C:8]2=[CH:9][N:10]=[CH:11][C:12]([NH:15][C:16]3[CH:17]=[CH:18][C:19]([C:22]4[CH:27]=[CH:26][CH:25]=[CH:24][CH:23]=4)=[CH:20][CH:21]=3)=[C:7]2[CH:6]=1)=[O:4]. (5) Given the reactants [CH3:1][NH:2][CH2:3][CH2:4][OH:5].C(=O)([O-])[O-].[K+].[K+].[C:20](O[C:20]([O:22][C:23]([CH3:26])([CH3:25])[CH3:24])=[O:21])([O:22][C:23]([CH3:26])([CH3:25])[CH3:24])=[O:21], predict the reaction product. The product is: [OH:5][CH2:4][CH2:3][N:2]([CH3:1])[C:20](=[O:21])[O:22][C:23]([CH3:24])([CH3:25])[CH3:26]. (6) Given the reactants Cl[C:2]1[CH:7]=[CH:6][N:5]=[C:4]([S:8][CH3:9])[N:3]=1.C([Sn](CCCC)(CCCC)[C:15]([O:17][CH2:18][CH3:19])=[CH2:16])CCC.CN(C=O)C.[F-].[K+], predict the reaction product. The product is: [CH2:18]([O:17][C:15]([C:2]1[CH:7]=[CH:6][N:5]=[C:4]([S:8][CH3:9])[N:3]=1)=[CH2:16])[CH3:19].